Dataset: Forward reaction prediction with 1.9M reactions from USPTO patents (1976-2016). Task: Predict the product of the given reaction. Given the reactants [NH2:1][C:2]1[N:6]([C:7]2[CH:12]=CC=C[CH:8]=2)[N:5]=[CH:4][C:3]=1[C:13]([NH2:15])=[O:14].[C:16]1([C:24]2[CH:29]=[CH:28][CH:27]=[CH:26][CH:25]=2)[CH:21]=[CH:20][C:19]([CH:22]=O)=[CH:18][CH:17]=1.C=O, predict the reaction product. The product is: [C:16]1([C:24]2[CH:29]=[CH:28][CH:27]=[CH:26][CH:25]=2)[CH:21]=[CH:20][C:19]([CH2:22][N:6]2[CH2:7][CH2:8][N:15]3[C:13](=[O:14])[C:3]4[CH:4]=[N:5][N:6]([CH:7]([CH3:8])[CH3:12])[C:2]=4[N:1]=[C:3]3[CH2:2]2)=[CH:18][CH:17]=1.